This data is from Reaction yield outcomes from USPTO patents with 853,638 reactions. The task is: Predict the reaction yield, written as a fraction of the theoretical maximum amount of product (1.0 means a 100% yield; for example, 0.34 means a 34% yield). (1) The reactants are C(C1C=C(NC2N=C(NC3C=CC=C(C(O)=O)C=3)C(F)=CN=2)C=CC=1)(O)=O.C[O:29][C:30]([C:32]1[CH:37]=[CH:36][C:35]([NH:38][C:39]2[N:44]=[C:43]([NH:45][C:46]3[CH:51]=[CH:50][C:49]([C:52]([O:54]C)=[O:53])=[CH:48][CH:47]=3)[C:42]([F:56])=[CH:41][N:40]=2)=[CH:34][CH:33]=1)=[O:31].[OH-].[Na+]. No catalyst specified. The product is [C:30]([C:32]1[CH:37]=[CH:36][C:35]([NH:38][C:39]2[N:44]=[C:43]([NH:45][C:46]3[CH:51]=[CH:50][C:49]([C:52]([OH:54])=[O:53])=[CH:48][CH:47]=3)[C:42]([F:56])=[CH:41][N:40]=2)=[CH:34][CH:33]=1)([OH:31])=[O:29]. The yield is 0.590. (2) The reactants are CCOC(/N=N/C(OCC)=O)=O.[Br:13][C:14]1[CH:19]=[C:18]([C:20]2[C:32]3[C:31]([CH3:33])=[C:30]([CH3:34])[S:29][C:28]=3[C:27]([Br:35])=[C:26]3[C:21]=2[CH:22]=[CH:23][CH:24]=[CH:25]3)[CH:17]=[C:16]([Br:36])[C:15]=1[OH:37].O[C@@H:39]([CH2:44][C:45]1[CH:50]=[CH:49][CH:48]=[CH:47][CH:46]=1)[C:40]([O:42][CH3:43])=[O:41].C1(P(C2C=CC=CC=2)C2C=CC=CC=2)C=CC=CC=1. The catalyst is CCOCC.C1C=CC=CC=1. The product is [CH3:43][O:42][C:40](=[O:41])[C@H:39]([O:37][C:15]1[C:16]([Br:36])=[CH:17][C:18]([C:20]2[C:32]3[C:31]([CH3:33])=[C:30]([CH3:34])[S:29][C:28]=3[C:27]([Br:35])=[C:26]3[C:21]=2[CH:22]=[CH:23][CH:24]=[CH:25]3)=[CH:19][C:14]=1[Br:13])[CH2:44][C:45]1[CH:46]=[CH:47][CH:48]=[CH:49][CH:50]=1. The yield is 0.970. (3) The reactants are C=[O:2].[CH2:3]([CH:6]([CH2:10][CH2:11][CH3:12])[C:7](Cl)=[O:8])[CH2:4][CH3:5].[CH2:13]([Cl:15])Cl. The catalyst is [Cl-].[Zn+2].[Cl-]. The product is [Cl:15][CH2:13][O:8][C:7](=[O:2])[CH:6]([CH2:10][CH2:11][CH3:12])[CH2:3][CH2:4][CH3:5]. The yield is 0.580. (4) The reactants are [F:1][C:2]1[CH:11]=[CH:10][C:9]([F:12])=[C:8]2[C:3]=1[C:4]([NH:13][CH2:14][CH2:15][C:16]1[CH:21]=[CH:20][C:19]([OH:22])=[C:18]([CH3:23])[CH:17]=1)=[N:5][CH:6]=[N:7]2.F[C:25]1[CH:30]=[C:29]([C:31]([F:34])([F:33])[F:32])[CH:28]=[CH:27][N:26]=1.C(=O)([O-])[O-].[K+].[K+].O. The catalyst is CS(C)=O. The product is [F:1][C:2]1[CH:11]=[CH:10][C:9]([F:12])=[C:8]2[C:3]=1[C:4]([NH:13][CH2:14][CH2:15][C:16]1[CH:21]=[CH:20][C:19]([O:22][C:25]3[CH:30]=[C:29]([C:31]([F:34])([F:33])[F:32])[CH:28]=[CH:27][N:26]=3)=[C:18]([CH3:23])[CH:17]=1)=[N:5][CH:6]=[N:7]2. The yield is 0.770. (5) The reactants are [CH2:1](O[C@H](CCCCCCCCCC(C)C)CC(OC[C:1]([C:2]1[CH:7]=[CH:6][C:5](Br)=[CH:4][CH:3]=1)=O)=O)[C:2]1[CH:7]=[CH:6][CH:5]=[CH:4][CH:3]=1.[OH:36][C@H:37]([CH2:52][CH2:53][CH2:54][CH2:55][CH2:56][CH2:57][CH2:58][CH2:59][CH2:60][CH2:61][CH2:62][CH:63]([CH3:65])[CH3:64])[CH2:38][C:39]([O:41][CH2:42][C:43]([C:45]1[CH:50]=[CH:49][C:48]([Br:51])=[CH:47][CH:46]=1)=[O:44])=[O:40]. No catalyst specified. The product is [CH2:1]([O:36][C@H:37]([CH2:52][CH2:53][CH2:54][CH2:55][CH2:56][CH2:57][CH2:58][CH2:59][CH2:60][CH2:61][CH2:62][CH:63]([CH3:65])[CH3:64])[CH2:38][C:39]([O:41][CH2:42][C:43]([C:45]1[CH:46]=[CH:47][C:48]([Br:51])=[CH:49][CH:50]=1)=[O:44])=[O:40])[C:2]1[CH:7]=[CH:6][CH:5]=[CH:4][CH:3]=1. The yield is 0.710.